Dataset: Catalyst prediction with 721,799 reactions and 888 catalyst types from USPTO. Task: Predict which catalyst facilitates the given reaction. Reactant: [CH2:1]=[C:2]1[C:8]2=[N:9][CH:10]=[CH:11][CH:12]=[C:7]2OCC[CH2:3]1.[CH3:13][OH:14].[C:15]([O-:18])(O)=O.[Na+].[CH3:20]SC.[CH3:23][CH2:24]OC(C)=O. Product: [C:2]([C:8]1[N:9]=[C:10]2[C:15](=[O:18])[CH2:23][CH2:24][CH2:13][O:14][C:11]2=[CH:12][CH:7]=1)([CH3:1])([CH3:3])[CH3:20]. The catalyst class is: 408.